Dataset: Full USPTO retrosynthesis dataset with 1.9M reactions from patents (1976-2016). Task: Predict the reactants needed to synthesize the given product. (1) The reactants are: [Cl:1][C:2]1C=CC(CCC)=C[C:3]=1[C:4](OCC)=O.[H-].[CH2:17]([Al+]CC(C)C)[CH:18](C)[CH3:19].C([O-])(O)=O.[Na+].[CH2:31]1[CH2:35][O:34][CH2:33][CH2:32]1. Given the product [Cl:1][C:2]1[CH:3]=[CH:4][CH:33]=[C:32]([CH2:17][CH2:18][CH3:19])[C:31]=1[CH2:35][OH:34], predict the reactants needed to synthesize it. (2) Given the product [CH3:1][O:2][C:3]1[CH:19]=[CH:18][C:6]([CH2:7][N:8]2[CH:12]=[C:11]([C:13]3[N:29]=[C:27]([NH:26][C:21]4[CH:22]=[CH:23][CH:24]=[CH:25][N:20]=4)[S:28][C:14]=3[C:15]#[N:16])[CH:10]=[N:9]2)=[CH:5][CH:4]=1, predict the reactants needed to synthesize it. The reactants are: [CH3:1][O:2][C:3]1[CH:19]=[CH:18][C:6]([CH2:7][N:8]2[CH:12]=[C:11]([C:13](=O)[CH2:14][C:15]#[N:16])[CH:10]=[N:9]2)=[CH:5][CH:4]=1.[N:20]1[CH:25]=[CH:24][CH:23]=[CH:22][C:21]=1[NH:26][C:27]([NH2:29])=[S:28].N1C=CC=CC=1NC1SC(C#N)=CN=1. (3) Given the product [OH:1][C@@H:2]1[CH2:15][C@H:5]([OH:32])[C@H:4]([CH2:13]/[CH:12]=[CH:11]\[CH2:10][CH2:9][CH2:8][C:7]([OH:6])=[O:14])[C@H:3]1/[CH:16]=[CH:17]/[C@@H:18]([OH:27])[CH2:19][CH2:20][C:21]1[CH:26]=[CH:25][CH:24]=[CH:23][CH:22]=1, predict the reactants needed to synthesize it. The reactants are: [OH:1][C@@H:2]1[CH2:15][C@@H:5]2[O:6][C:7](=[O:14])[CH2:8][CH2:9][CH2:10][CH:11]=[CH:12][CH2:13][C@@H:4]2[C@H:3]1/[CH:16]=[CH:17]/[C@@H:18]([OH:27])[CH2:19][CH2:20][C:21]1[CH:26]=[CH:25][CH:24]=[CH:23][CH:22]=1.Cl.CC([OH:32])C. (4) The reactants are: [CH:1]1([NH:7][CH:8]2[CH2:13]CC[CH2:10][CH2:9]2)C[CH2:5][CH2:4][CH2:3][CH2:2]1.C([Si](C)(C)C)#C.O.[F-].C([N+:26](CCCC)(CCCC)CCCC)CCC. Given the product [C:9]([C:8]1[N:7]2[CH:5]=[CH:4][CH:3]=[CH:2][C:1]2=[N:26][CH:13]=1)#[CH:10], predict the reactants needed to synthesize it. (5) Given the product [F:1][C:2]1[C:7]2[N:8]=[N:9][S:10][C:6]=2[CH:5]=[C:4]([C:11]([NH:13][O:14][CH2:15][CH2:16][OH:17])=[O:12])[C:3]=1[NH:20][C:21]1[CH:26]=[CH:25][C:24]([I:27])=[CH:23][C:22]=1[F:28], predict the reactants needed to synthesize it. The reactants are: [F:1][C:2]1[C:7]2[N:8]=[N:9][S:10][C:6]=2[CH:5]=[C:4]([C:11]([NH:13][O:14][CH2:15][CH2:16][O:17]C=C)=[O:12])[C:3]=1[NH:20][C:21]1[CH:26]=[CH:25][C:24]([I:27])=[CH:23][C:22]=1[F:28].Cl.C([O-])(O)=O.[Na+]. (6) The reactants are: [CH3:1][C:2]1[O:6][C:5]([C:7]2[CH:12]=[CH:11][CH:10]=[CH:9][CH:8]=2)=[N:4][C:3]=1[CH2:13][CH2:14][CH2:15][C:16]#[CH:17].[Li]CCCC.[CH2:23]=[O:24]. Given the product [CH3:1][C:2]1[O:6][C:5]([C:7]2[CH:8]=[CH:9][CH:10]=[CH:11][CH:12]=2)=[N:4][C:3]=1[CH2:13][CH2:14][CH2:15][C:16]#[C:17][CH2:23][OH:24], predict the reactants needed to synthesize it.